Dataset: Reaction yield outcomes from USPTO patents with 853,638 reactions. Task: Predict the reaction yield, written as a fraction of the theoretical maximum amount of product (1.0 means a 100% yield; for example, 0.34 means a 34% yield). (1) The reactants are [CH3:1][O:2][C:3]1[CH:4]=[C:5]([CH2:23][OH:24])[CH:6]=[CH:7][C:8]=1[O:9][CH2:10][C:11]1[N:12]=[C:13]([C:17]2[CH:22]=[CH:21][CH:20]=[CH:19][CH:18]=2)[S:14][C:15]=1[CH3:16].O[C:26]1[C:30]([CH:31]=[O:32])=[CH:29][N:28]([C:33]2[CH:38]=[CH:37][CH:36]=[CH:35][CH:34]=2)[N:27]=1.C(P(CCCC)CCCC)CCC.N(C(N1CCCCC1)=O)=NC(N1CCCCC1)=O. The catalyst is O1CCCC1. The product is [CH3:1][O:2][C:3]1[CH:4]=[C:5]([CH:6]=[CH:7][C:8]=1[O:9][CH2:10][C:11]1[N:12]=[C:13]([C:17]2[CH:22]=[CH:21][CH:20]=[CH:19][CH:18]=2)[S:14][C:15]=1[CH3:16])[CH2:23][O:24][C:26]1[C:30]([CH:31]=[O:32])=[CH:29][N:28]([C:33]2[CH:34]=[CH:35][CH:36]=[CH:37][CH:38]=2)[N:27]=1. The yield is 0.580. (2) The product is [Br:13][CH2:14][C:15]1[CH:16]=[CH:17][C:18]([S:21]([N:1]2[CH2:5][CH2:4][CH2:3][CH2:2]2)(=[O:23])=[O:22])=[CH:19][CH:20]=1. The catalyst is ClCCl. The yield is 0.544. The reactants are [NH:1]1[CH2:5][CH2:4][CH2:3][CH2:2]1.C(N(CC)CC)C.[Br:13][CH2:14][C:15]1[CH:20]=[CH:19][C:18]([S:21](Cl)(=[O:23])=[O:22])=[CH:17][CH:16]=1. (3) The reactants are [ClH:1].[C:2]([O:5][C@H:6]1[C@H:10]([O:11][C:12](=[O:14])[CH3:13])[C@H:9]([C:15]2[CH:20]=[CH:19][C:18]([NH:21]C(OC(C)(C)C)=O)=[CH:17][CH:16]=2)[N:8]([C:29]2[CH:34]=[CH:33][C:32]([F:35])=[CH:31][CH:30]=2)[C@H:7]1[C:36]1[CH:41]=[CH:40][C:39]([NH:42]C(OC(C)(C)C)=O)=[CH:38][CH:37]=1)(=[O:4])[CH3:3].CCOCC. The catalyst is O1CCOCC1. The product is [ClH:1].[ClH:1].[C:12]([O:11][C@H:10]1[C@H:6]([O:5][C:2](=[O:4])[CH3:3])[C@H:7]([C:36]2[CH:37]=[CH:38][C:39]([NH2:42])=[CH:40][CH:41]=2)[N:8]([C:29]2[CH:34]=[CH:33][C:32]([F:35])=[CH:31][CH:30]=2)[C@H:9]1[C:15]1[CH:16]=[CH:17][C:18]([NH2:21])=[CH:19][CH:20]=1)(=[O:14])[CH3:13]. The yield is 0.840. (4) The reactants are [C:1]1([C:7]([C:20]2[CH:25]=CC=CC=2)=[N:8][NH:9][C:10]2[CH:11]=[C:12]3[C:17](=[CH:18][CH:19]=2)[N:16]=[CH:15][CH:14]=[CH:13]3)[CH:6]=CC=C[CH:2]=1.CC(C)C(=O)CC#[N:31]. No catalyst specified. The product is [CH:1]([C:7]1[CH:20]=[C:25]([NH2:31])[N:9]([C:10]2[CH:11]=[C:12]3[C:17](=[CH:18][CH:19]=2)[N:16]=[CH:15][CH:14]=[CH:13]3)[N:8]=1)([CH3:2])[CH3:6]. The yield is 0.360. (5) The reactants are [C:1]([O:5][C:6](=[O:14])[NH:7][CH:8]1[CH2:13][CH2:12][CH:11]=[CH:10][CH2:9]1)([CH3:4])([CH3:3])[CH3:2].[H-].[Na+].[CH2:17](I)[CH3:18].C1CCCCC1.C(OCC)(=O)C. The catalyst is CS(C)=O. The product is [C:1]([O:5][C:6](=[O:14])[N:7]([CH2:17][CH3:18])[CH:8]1[CH2:13][CH2:12][CH:11]=[CH:10][CH2:9]1)([CH3:4])([CH3:2])[CH3:3]. The yield is 0.580.